From a dataset of Full USPTO retrosynthesis dataset with 1.9M reactions from patents (1976-2016). Predict the reactants needed to synthesize the given product. (1) Given the product [CH2:27]([O:26][C:4]1[C:5]2[S:10][C:9]3[N:11]=[C:12]([C:16]4[CH:21]=[CH:20][C:19]([O:22][CH3:23])=[C:18]([O:24][CH3:25])[CH:17]=4)[CH:13]=[C:14]([CH3:15])[C:8]=3[C:6]=2[N:7]=[C:2]([N:29]2[CH2:34][CH2:33][NH:32][CH2:31][CH2:30]2)[N:3]=1)[CH3:28], predict the reactants needed to synthesize it. The reactants are: Cl[C:2]1[N:3]=[C:4]([O:26][CH2:27][CH3:28])[C:5]2[S:10][C:9]3[N:11]=[C:12]([C:16]4[CH:21]=[CH:20][C:19]([O:22][CH3:23])=[C:18]([O:24][CH3:25])[CH:17]=4)[CH:13]=[C:14]([CH3:15])[C:8]=3[C:6]=2[N:7]=1.[NH:29]1[CH2:34][CH2:33][NH:32][CH2:31][CH2:30]1. (2) Given the product [C:10](=[O:13])=[O:12].[C:1]1([OH:7])[CH:6]=[CH:5][CH:4]=[CH:3][CH:2]=1, predict the reactants needed to synthesize it. The reactants are: [C:1]1([OH:7])[CH:6]=[CH:5][CH:4]=[CH:3][CH:2]=1.[C-]#N.[C:10]([OH:13])(=[O:12])C. (3) Given the product [Br:1][C:2]1[CH:3]=[CH:4][C:12]2[C:11]3[C:10](=[CH:9][CH:8]=[CH:7][CH:6]=3)[C:27]([CH3:28])([CH3:15])[C:13]=2[CH:14]=1, predict the reactants needed to synthesize it. The reactants are: [Br:1][C:2]1[CH:14]=[CH:13][C:12]2[C:11]3[C:6](=[CH:7][CH:8]=[CH:9][CH:10]=3)C[C:4]=2[CH:3]=1.[CH3:15]C(C)([O-])C.[K+].CI.C(O[CH2:27][CH3:28])(=O)C. (4) Given the product [F:38][C:37]1[CH:36]=[CH:35][CH:34]=[C:33]([F:39])[C:32]=1/[CH:31]=[CH:30]/[C:27]1[O:28][CH:29]=[C:25]([CH2:24][O:20][C:17]2[CH:18]=[CH:19][C:14]([CH2:13][CH2:12][CH2:11][CH2:10][N:6]3[CH:7]=[CH:8][N:9]=[C:5]3[CH2:4][CH2:3][S:2][CH3:1])=[CH:15][CH:16]=2)[N:26]=1, predict the reactants needed to synthesize it. The reactants are: [CH3:1][S:2][CH2:3][CH2:4][C:5]1[N:6]([CH2:10][CH2:11][CH2:12][CH2:13][C:14]2[CH:19]=[CH:18][C:17]([OH:20])=[CH:16][CH:15]=2)[CH:7]=[CH:8][N:9]=1.[H-].[Na+].Cl[CH2:24][C:25]1[N:26]=[C:27](/[CH:30]=[CH:31]/[C:32]2[C:37]([F:38])=[CH:36][CH:35]=[CH:34][C:33]=2[F:39])[O:28][CH:29]=1.